This data is from Reaction yield outcomes from USPTO patents with 853,638 reactions. The task is: Predict the reaction yield, written as a fraction of the theoretical maximum amount of product (1.0 means a 100% yield; for example, 0.34 means a 34% yield). (1) The reactants are [CH3:1][O:2][C:3]1[CH:4]=[C:5]([CH:9]2[C:13]3[C:14]([CH3:28])=[C:15]([NH:20][C:21](=[O:27])[CH2:22][C:23]([CH3:26])([CH3:25])[CH3:24])[C:16]([CH3:19])=[C:17]([CH3:18])[C:12]=3[O:11][CH2:10]2)[CH:6]=[CH:7][CH:8]=1.[Cl-].[Al+3].[Cl-].[Cl-].[C:33](Cl)(=[O:35])[CH3:34].O. The catalyst is ClCCl. The product is [C:33]([C:8]1[CH:7]=[CH:6][C:5]([CH:9]2[C:13]3[C:14]([CH3:28])=[C:15]([NH:20][C:21](=[O:27])[CH2:22][C:23]([CH3:24])([CH3:25])[CH3:26])[C:16]([CH3:19])=[C:17]([CH3:18])[C:12]=3[O:11][CH2:10]2)=[CH:4][C:3]=1[O:2][CH3:1])(=[O:35])[CH3:34]. The yield is 0.890. (2) The reactants are [N+:1]([C:4]1[CH:12]=[C:11]2[C:7]([CH:8]=[CH:9][NH:10]2)=[CH:6][CH:5]=1)([O-:3])=[O:2].ClS([N:17]=[C:18]=O)(=O)=O.C([O-])(O)=O.[Na+]. The catalyst is CN(C=O)C.CC#N. The product is [N+:1]([C:4]1[CH:12]=[C:11]2[C:7]([C:8]([C:18]#[N:17])=[CH:9][NH:10]2)=[CH:6][CH:5]=1)([O-:3])=[O:2]. The yield is 0.820. (3) The reactants are [F:1][C:2]1[CH:19]=[CH:18][C:17]([F:20])=[CH:16][C:3]=1[CH2:4][N:5]1[CH2:10][CH2:9][NH:8][C:7]2[N:11]=[CH:12][C:13](I)=[CH:14][C:6]1=2.[C:21]([Cu])#[N:22]. No catalyst specified. The product is [F:1][C:2]1[CH:19]=[CH:18][C:17]([F:20])=[CH:16][C:3]=1[CH2:4][N:5]1[CH2:10][CH2:9][NH:8][C:7]2[N:11]=[CH:12][C:13]([C:21]#[N:22])=[CH:14][C:6]1=2. The yield is 0.860. (4) The reactants are [Cl:1][C:2]1[CH:3]=[C:4]([CH:13]=[CH:14][CH:15]=1)[CH2:5][C:6]1[CH:7]=[C:8]([CH2:11][OH:12])[S:9][CH:10]=1.CC(OI1(OC(C)=O)(OC(C)=O)OC(=O)C2C=CC=CC1=2)=O. The catalyst is C(Cl)Cl. The product is [Cl:1][C:2]1[CH:3]=[C:4]([CH:13]=[CH:14][CH:15]=1)[CH2:5][C:6]1[CH:7]=[C:8]([CH:11]=[O:12])[S:9][CH:10]=1. The yield is 0.980.